From a dataset of Catalyst prediction with 721,799 reactions and 888 catalyst types from USPTO. Predict which catalyst facilitates the given reaction. (1) Reactant: C[C:2]1[CH:15]=[CH:14][C:5]([C:6]([C:8]2[CH:13]=[CH:12]C=[CH:10][CH:9]=2)=[O:7])=[CH:4][CH:3]=1.[CH3:16][C:17]([OH:19])=[O:18].OS(O)(=O)=O. Product: [C:6]([C:8]1[CH:13]=[CH:12][C:16]([C:17]([OH:19])=[O:18])=[CH:10][CH:9]=1)(=[O:7])[C:5]1[CH:14]=[CH:15][CH:2]=[CH:3][CH:4]=1. The catalyst class is: 6. (2) Reactant: O[CH:2]=[C:3]1[CH2:11][C:10]2[C:5](=[CH:6][CH:7]=[C:8]([O:12][CH3:13])[CH:9]=2)[C:4]1=O.Cl.[NH2:16][CH:17]([CH3:21])[CH2:18][NH:19][NH2:20].C([O-])(O)=O.[Na+]. Product: [CH3:13][O:12][C:8]1[CH:9]=[C:10]2[C:5](=[CH:6][CH:7]=1)[C:4]1[N:19]([CH2:18][CH:17]([NH2:16])[CH3:21])[N:20]=[CH:2][C:3]=1[CH2:11]2. The catalyst class is: 357. (3) Reactant: C(O[C:4](=[O:20])[CH2:5][C:6]([CH:8]1[CH2:12][CH2:11][N:10]([C:13]([O:15][C:16]([CH3:19])([CH3:18])[CH3:17])=[O:14])[CH2:9]1)=O)C.[NH:21]1[CH:25]=[CH:24][C:23]([NH2:26])=[N:22]1. Product: [OH:20][C:4]1[N:22]2[N:21]=[CH:25][CH:24]=[C:23]2[N:26]=[C:6]([CH:8]2[CH2:12][CH2:11][N:10]([C:13]([O:15][C:16]([CH3:17])([CH3:18])[CH3:19])=[O:14])[CH2:9]2)[CH:5]=1. The catalyst class is: 11. (4) Reactant: CS(O[CH2:6][CH2:7][N:8]1[C:16]2[N:15]=[C:14]([NH2:17])[N:13]3[N:18]=[C:19]([C:21]4[O:22][CH:23]=[CH:24][CH:25]=4)[N:20]=[C:12]3[C:11]=2[CH:10]=[CH:9]1)(=O)=O.Cl.[F:27][C:28]1[CH:33]=[C:32]([F:34])[CH:31]=[CH:30][C:29]=1[C:35]([N:37]1[CH2:42][CH2:41][NH:40][CH2:39][CH2:38]1)=[O:36].CCN(C(C)C)C(C)C. Product: [NH2:17][C:14]1[N:13]2[N:18]=[C:19]([C:21]3[O:22][CH:23]=[CH:24][CH:25]=3)[N:20]=[C:12]2[C:11]2[CH:10]=[CH:9][N:8]([CH2:7][CH2:6][N:40]3[CH2:39][CH2:38][N:37]([C:35]([C:29]4[CH:30]=[CH:31][C:32]([F:34])=[CH:33][C:28]=4[F:27])=[O:36])[CH2:42][CH2:41]3)[C:16]=2[N:15]=1. The catalyst class is: 3. (5) Reactant: [CH2:1]([S:3]([NH:6][C:7]1[C:8]([CH3:34])=[C:9]([CH:31]=[CH:32][CH:33]=1)[O:10][C:11]1[C:12]([C:28]([NH2:30])=[O:29])=[C:13]([NH:19][C:20]2[CH:25]=[CH:24][C:23]([I:26])=[CH:22][C:21]=2[F:27])[N:14]([CH3:18])[C:15](=[O:17])[CH:16]=1)(=[O:5])=[O:4])[CH3:2].[Cl:35]N1C(=O)CCC1=O. Product: [CH2:1]([S:3]([NH:6][C:7]1[C:8]([CH3:34])=[C:9]([CH:31]=[CH:32][CH:33]=1)[O:10][C:11]1[C:12]([C:28]([NH2:30])=[O:29])=[C:13]([NH:19][C:20]2[CH:25]=[CH:24][C:23]([I:26])=[CH:22][C:21]=2[F:27])[N:14]([CH3:18])[C:15](=[O:17])[C:16]=1[Cl:35])(=[O:4])=[O:5])[CH3:2]. The catalyst class is: 4. (6) Reactant: [C:1]1([C:10]2[CH:15]=[CH:14][CH:13]=[CH:12][CH:11]=2)[C:2]([C:7]([OH:9])=O)=[CH:3][CH:4]=[CH:5][CH:6]=1.[NH2:16][C:17]1[S:18][CH:19]=[C:20]([C:22]([O:24][CH2:25][CH3:26])=[O:23])[N:21]=1.F[B-](F)(F)F.N1(OC(N(C)C)=[N+](C)C)C2C=CC=CC=2N=N1.C(N(C(C)C)C(C)C)C. Product: [C:1]1([C:10]2[CH:15]=[CH:14][CH:13]=[CH:12][CH:11]=2)[C:2]([C:7]([NH:16][C:17]2[S:18][CH:19]=[C:20]([C:22]([O:24][CH2:25][CH3:26])=[O:23])[N:21]=2)=[O:9])=[CH:3][CH:4]=[CH:5][CH:6]=1. The catalyst class is: 9.